From a dataset of Full USPTO retrosynthesis dataset with 1.9M reactions from patents (1976-2016). Predict the reactants needed to synthesize the given product. (1) Given the product [CH3:11][C:12]1([CH3:21])[O:13][C@H:14]2[CH2:15][S:3][C:1](=[O:4])[C@H:2]2[O:16]1, predict the reactants needed to synthesize it. The reactants are: [C:1]([O-:4])(=[S:3])[CH3:2].[K+].CN(C=O)C.[CH3:11][C:12]1([CH3:21])[O:16][C@H:15]2COC(=O)[C@H:14]2[O:13]1. (2) Given the product [Cl:22][C:5]1[C:6]([C:7](=[O:8])[NH:9][CH2:10][C:11]2[CH:16]=[CH:15][CH:14]=[C:13]([CH2:17][N:18]([CH3:20])[CH3:19])[CH:12]=2)=[CH:21][C:2]([NH:1][C:83]([C:81]2[N:82]=[C:78]([CH:75]3[CH2:77][CH2:76]3)[O:79][CH:80]=2)=[O:84])=[C:3]([N:23]2[CH2:24][CH2:25][N:26]([C:29]3[CH:34]=[C:33]([CH3:35])[CH:32]=[CH:31][C:30]=3[CH3:36])[CH2:27][CH2:28]2)[CH:4]=1, predict the reactants needed to synthesize it. The reactants are: [NH2:1][C:2]1[C:3]([N:23]2[CH2:28][CH2:27][N:26]([C:29]3[CH:34]=[C:33]([CH3:35])[CH:32]=[CH:31][C:30]=3[CH3:36])[CH2:25][CH2:24]2)=[CH:4][C:5]([Cl:22])=[C:6]([CH:21]=1)[C:7]([NH:9][CH2:10][C:11]1[CH:16]=[CH:15][CH:14]=[C:13]([CH2:17][N:18]([CH3:20])[CH3:19])[CH:12]=1)=[O:8].CN(C)C=O.CN(C(ON1N=NC2C=CC=NC1=2)=[N+](C)C)C.F[P-](F)(F)(F)(F)F.C(N(CC)C(C)C)(C)C.[CH:75]1([C:78]2[O:79][CH:80]=[C:81]([C:83](O)=[O:84])[N:82]=2)[CH2:77][CH2:76]1. (3) Given the product [NH:8]1[C:12]2[CH2:13][CH2:14][CH:15]([CH2:17][O:18][CH2:19][C:20]3[CH:21]=[C:22]([CH:25]=[CH:26][CH:27]=3)[C:23]#[N:24])[CH2:16][C:11]=2[N:10]=[CH:9]1, predict the reactants needed to synthesize it. The reactants are: C1(C(C2C=CC=CC=2)(C2C=CC=CC=2)[N:8]2[C:12]3[CH2:13][CH2:14][CH:15]([CH2:17][O:18][CH2:19][C:20]4[CH:21]=[C:22]([CH:25]=[CH:26][CH:27]=4)[C:23]#[N:24])[CH2:16][C:11]=3[N:10]=[CH:9]2)C=CC=CC=1.C1(C(C2C=CC=CC=2)(C2C=CC=CC=2)N2C3CC(COCC4C=C(C=CC=4)C#N)CCC=3N=C2)C=CC=CC=1. (4) Given the product [CH:16]1([NH:19][C:20]([C:22]2[S:35][C:25]3=[N:26][C:27]([O:5][CH2:4][CH2:3][S:2][CH3:1])=[C:28]([Cl:31])[C:29]([CH3:30])=[C:24]3[C:23]=2[NH2:36])=[O:21])[CH2:18][CH2:17]1, predict the reactants needed to synthesize it. The reactants are: [CH3:1][S:2][CH2:3][CH2:4][OH:5].C[Si]([N-][Si](C)(C)C)(C)C.[Li+].[CH:16]1([NH:19][C:20]([C:22]2[S:35][C:25]3=[N:26][C:27](S(C)=O)=[C:28]([Cl:31])[C:29]([CH3:30])=[C:24]3[C:23]=2[NH2:36])=[O:21])[CH2:18][CH2:17]1. (5) Given the product [CH3:1][O:2][C:3]([C:5]1[S:6][C:7]([CH2:21][Br:23])=[CH:8][C:9]=1[NH:10][C:11]([NH:13][C:14]1[CH:19]=[CH:18][C:17]([CH3:20])=[CH:16][CH:15]=1)=[O:12])=[O:4], predict the reactants needed to synthesize it. The reactants are: [CH3:1][O:2][C:3]([C:5]1[S:6][C:7]([CH2:21]O)=[CH:8][C:9]=1[NH:10][C:11]([NH:13][C:14]1[CH:19]=[CH:18][C:17]([CH3:20])=[CH:16][CH:15]=1)=[O:12])=[O:4].[Br:23]N1C(=O)CCC1=O.C1(P(C2C=CC=CC=2)C2C=CC=CC=2)C=CC=CC=1.CO. (6) Given the product [Cl:1][C:2]1[C:3]([NH:15][C:16](=[O:23])[C:17]2[CH:22]=[CH:21][CH:20]=[CH:19][CH:18]=2)=[C:4]([NH:8][C:9]2[CH:14]=[CH:13][CH:12]=[CH:11][CH:10]=2)[N:5]=[CH:6][N:7]=1, predict the reactants needed to synthesize it. The reactants are: [Cl:1][C:2]1[N:7]=[CH:6][N:5]=[C:4]([NH:8][C:9]2[CH:14]=[CH:13][CH:12]=[CH:11][CH:10]=2)[C:3]=1[NH2:15].[C:16](Cl)(=[O:23])[C:17]1[CH:22]=[CH:21][CH:20]=[CH:19][CH:18]=1. (7) Given the product [CH:1]1([CH2:4][O:5][C:6]2[CH:29]=[CH:28][C:9]3[C:10]([CH2:13][CH2:14][CH:15]4[CH2:16][CH2:17][N:18]([C:21]([O:23][C:24]([CH3:26])([CH3:27])[CH3:25])=[O:22])[CH2:19][CH2:20]4)=[N:11][O:12][C:8]=3[C:7]=2[CH2:37][NH:34][CH2:35][CH2:36][C:47]2[CH:52]=[CH:51][C:50]([O:53][CH3:54])=[CH:49][C:48]=2[O:55][CH3:56])[CH2:2][CH2:3]1, predict the reactants needed to synthesize it. The reactants are: [CH:1]1([CH2:4][O:5][C:6]2[CH:29]=[CH:28][C:9]3[C:10]([CH2:13][CH2:14][CH:15]4[CH2:20][CH2:19][N:18]([C:21]([O:23][C:24]([CH3:27])([CH3:26])[CH3:25])=[O:22])[CH2:17][CH2:16]4)=[N:11][O:12][C:8]=3[C:7]=2CO)[CH2:3][CH2:2]1.C([N:34]([CH2:37]C)[CH2:35][CH3:36])C.CS(Cl)(=O)=O.CNC[C:47]1[CH:52]=[CH:51][C:50]([O:53][CH3:54])=[CH:49][C:48]=1[O:55][CH3:56]. (8) The reactants are: [CH2:1]([O:8][C:9]([NH:11][C@@H:12]([C:27]([OH:29])=O)[CH2:13][O:14][CH2:15][CH2:16][NH:17][CH2:18][C:19]1[CH:24]=[CH:23][C:22]([O:25][CH3:26])=[CH:21][CH:20]=1)=[O:10])[C:2]1[CH:7]=[CH:6][CH:5]=[CH:4][CH:3]=1.CN(C)CCCN=C=NCC.ON1C2C=CC=CC=2N=N1.C(N(CC)CC)C. Given the product [CH3:26][O:25][C:22]1[CH:21]=[CH:20][C:19]([CH2:18][N:17]2[C:27](=[O:29])[C@H:12]([NH:11][C:9](=[O:10])[O:8][CH2:1][C:2]3[CH:3]=[CH:4][CH:5]=[CH:6][CH:7]=3)[CH2:13][O:14][CH2:15][CH2:16]2)=[CH:24][CH:23]=1, predict the reactants needed to synthesize it.